This data is from Reaction yield outcomes from USPTO patents with 853,638 reactions. The task is: Predict the reaction yield, written as a fraction of the theoretical maximum amount of product (1.0 means a 100% yield; for example, 0.34 means a 34% yield). (1) The reactants are FC(F)(F)C(O)=O.[Cl:8][C:9]1[C:13]2[C:14]([NH:18]C(C)(CC(C)(C)C)C)=[N:15][CH:16]=[CH:17][C:12]=2[N:11]([C:27]([O:29][CH2:30][C:31]2[CH:36]=[CH:35][CH:34]=[CH:33][CH:32]=2)=[O:28])[CH:10]=1. The catalyst is ClCCl. The product is [NH2:18][C:14]1[C:13]2[C:9]([Cl:8])=[CH:10][N:11]([C:27]([O:29][CH2:30][C:31]3[CH:32]=[CH:33][CH:34]=[CH:35][CH:36]=3)=[O:28])[C:12]=2[CH:17]=[CH:16][N:15]=1. The yield is 0.950. (2) The reactants are Cl.[Cl:2][C:3]1[CH2:4][CH:5]2[CH:26]([NH:27]S(C(C)(C)C)=O)[CH:8]([CH2:9][C:10]=1/[CH:11]=[CH:12]/[C:13]1[CH:17]=[C:16]([C:18]3[CH:23]=[CH:22][C:21]([F:24])=[CH:20][CH:19]=3)[N:15]([CH3:25])[N:14]=1)[CH2:7][CH2:6]2. The catalyst is CO. The product is [Cl:2][C:3]1[CH2:4][CH:5]2[CH:26]([NH2:27])[CH:8]([CH2:9][C:10]=1/[CH:11]=[CH:12]/[C:13]1[CH:17]=[C:16]([C:18]3[CH:19]=[CH:20][C:21]([F:24])=[CH:22][CH:23]=3)[N:15]([CH3:25])[N:14]=1)[CH2:7][CH2:6]2. The yield is 0.840. (3) The reactants are [OH2:1].[OH-:2].[Na+].[C:4]1([C:10]2[CH:11]=[CH:12][C:13]([C:16]#N)=[N:14][CH:15]=2)[CH:9]=[CH:8][CH:7]=[CH:6][CH:5]=1. The catalyst is C(O)C. The product is [C:4]1([C:10]2[CH:11]=[CH:12][C:13]([C:16]([OH:2])=[O:1])=[N:14][CH:15]=2)[CH:9]=[CH:8][CH:7]=[CH:6][CH:5]=1. The yield is 0.270. (4) The reactants are [Cl:1][C:2]1[CH:7]=[CH:6][C:5]([CH:8]([NH2:15])[CH2:9][CH2:10][CH2:11][N:12]([CH3:14])[CH3:13])=[CH:4][CH:3]=1.[C:16]([O:20][C:21]([NH:23][C:24]1([C:39](O)=[O:40])[CH2:29][CH2:28][N:27]([C:30]2[C:31]3[CH:38]=[CH:37][NH:36][C:32]=3[N:33]=[CH:34][N:35]=2)[CH2:26][CH2:25]1)=[O:22])([CH3:19])([CH3:18])[CH3:17].CCN(C(C)C)C(C)C.F[P-](F)(F)(F)(F)F.N1(OC(N(C)C)=[N+](C)C)C2N=CC=CC=2N=N1. The catalyst is CC(N(C)C)=O.CCOC(C)=O. The product is [Cl:1][C:2]1[CH:3]=[CH:4][C:5]([CH:8]([NH:15][C:39]([C:24]2([NH:23][C:21](=[O:22])[O:20][C:16]([CH3:18])([CH3:17])[CH3:19])[CH2:25][CH2:26][N:27]([C:30]3[C:31]4[CH:38]=[CH:37][NH:36][C:32]=4[N:33]=[CH:34][N:35]=3)[CH2:28][CH2:29]2)=[O:40])[CH2:9][CH2:10][CH2:11][N:12]([CH3:13])[CH3:14])=[CH:6][CH:7]=1. The yield is 0.510. (5) The reactants are [C:1]([O:5][C:6]([N:8]1[CH2:13][CH2:12][N:11]([C:14]2[C:23]3[C:18](=[C:19]([F:33])[C:20]([C:25]4[CH:30]=[CH:29][C:28]([F:31])=[CH:27][C:26]=4[F:32])=[C:21](Br)[CH:22]=3)[N:17]=[CH:16][N:15]=2)[CH2:10][CH2:9]1)=[O:7])([CH3:4])([CH3:3])[CH3:2].[CH3:34][Zn]C. The catalyst is C1COCC1.C1C=CC([P]([Pd]([P](C2C=CC=CC=2)(C2C=CC=CC=2)C2C=CC=CC=2)([P](C2C=CC=CC=2)(C2C=CC=CC=2)C2C=CC=CC=2)[P](C2C=CC=CC=2)(C2C=CC=CC=2)C2C=CC=CC=2)(C2C=CC=CC=2)C2C=CC=CC=2)=CC=1. The product is [C:1]([O:5][C:6]([N:8]1[CH2:13][CH2:12][N:11]([C:14]2[C:23]3[C:18](=[C:19]([F:33])[C:20]([C:25]4[CH:30]=[CH:29][C:28]([F:31])=[CH:27][C:26]=4[F:32])=[C:21]([CH3:34])[CH:22]=3)[N:17]=[CH:16][N:15]=2)[CH2:10][CH2:9]1)=[O:7])([CH3:4])([CH3:3])[CH3:2]. The yield is 0.513. (6) The reactants are [N:1]12[CH2:8][CH2:7][C:4]([C:9]([C:18]3[CH:23]=[CH:22][C:21]([F:24])=[CH:20][CH:19]=3)([C:11]3[CH:16]=[CH:15][C:14]([F:17])=[CH:13][CH:12]=3)[OH:10])([CH2:5][CH2:6]1)[CH2:3][CH2:2]2.[C:25]1([CH2:31][O:32][CH2:33][CH2:34][Br:35])[CH:30]=[CH:29][CH:28]=[CH:27][CH:26]=1. The catalyst is CC#N. The product is [Br-:35].[F:17][C:14]1[CH:15]=[CH:16][C:11]([C:9]([C:18]2[CH:19]=[CH:20][C:21]([F:24])=[CH:22][CH:23]=2)([OH:10])[C:4]23[CH2:5][CH2:6][N+:1]([CH2:34][CH2:33][O:32][CH2:31][C:25]4[CH:30]=[CH:29][CH:28]=[CH:27][CH:26]=4)([CH2:2][CH2:3]2)[CH2:8][CH2:7]3)=[CH:12][CH:13]=1. The yield is 0.661.